From a dataset of Full USPTO retrosynthesis dataset with 1.9M reactions from patents (1976-2016). Predict the reactants needed to synthesize the given product. (1) Given the product [CH3:1][O:2][C:3](=[O:34])[CH2:4][C@H:5]1[C:9]2[CH:10]=[CH:11][C:12]([O:14][C@H:15]3[C:23]4[C:18](=[C:19]([C:36]5[C:37]([CH3:51])=[CH:38][C:39]([C:43]6[N:44]=[N:45][C:46]([CH2:49][CH3:50])=[CH:47][CH:48]=6)=[CH:40][C:41]=5[CH3:42])[CH:20]=[CH:21][C:22]=4[F:24])[CH2:17][CH2:16]3)=[CH:13][C:8]=2[O:7][CH2:6]1, predict the reactants needed to synthesize it. The reactants are: [CH3:1][O:2][C:3](=[O:34])[CH2:4][C@H:5]1[C:9]2[CH:10]=[CH:11][C:12]([O:14][C@H:15]3[C:23]4[C:18](=[C:19](B5OC(C)(C)C(C)(C)O5)[CH:20]=[CH:21][C:22]=4[F:24])[CH2:17][CH2:16]3)=[CH:13][C:8]=2[O:7][CH2:6]1.Cl[C:36]1[C:41]([CH3:42])=[CH:40][C:39]([C:43]2[N:44]=[N:45][C:46]([CH2:49][CH3:50])=[CH:47][CH:48]=2)=[CH:38][C:37]=1[CH3:51].BrC1C=CC(F)=C2C=1CC[C@H]2OC1C=CC2[C@H](CC(OC)=O)COC=2C=1. (2) Given the product [Cl:6][C:7]1[CH:8]=[CH:9][C:10]([N+:15]([O-:17])=[O:16])=[C:11]([CH:14]=1)[CH2:12][N:1]1[CH2:5][CH2:4][CH2:3][CH2:2]1, predict the reactants needed to synthesize it. The reactants are: [NH:1]1[CH2:5][CH2:4][CH2:3][CH2:2]1.[Cl:6][C:7]1[CH:8]=[CH:9][C:10]([N+:15]([O-:17])=[O:16])=[C:11]([CH:14]=1)[CH:12]=O.C(O[BH-](OC(=O)C)OC(=O)C)(=O)C.[Na+]. (3) Given the product [CH2:9]([N:8]([CH2:1][C:2]1[CH:7]=[CH:6][CH:5]=[CH:4][CH:3]=1)[CH:24]([CH2:25]/[CH:26]=[CH:27]\[CH2:28][CH3:23])[CH:47]([O:50][CH3:51])[O:48][CH3:49])[C:10]1[CH:15]=[CH:14][CH:13]=[CH:12][CH:11]=1, predict the reactants needed to synthesize it. The reactants are: [CH2:1]([NH:8][CH2:9][C:10]1[CH:15]=[CH:14][CH:13]=[CH:12][CH:11]=1)[C:2]1[CH:7]=[CH:6][CH:5]=[CH:4][CH:3]=1.[CH:23]1(N(CCCC)[CH:23]2[CH2:28][CH2:27][CH2:26][CH2:25][CH2:24]2)[CH2:28][CH2:27][CH2:26][CH2:25][CH2:24]1.C(=O)CC/C=C\CC.BrCCCCC(N(C1CCCCC1)C1CCCCC1)[CH:47]([O:50][CH3:51])[O:48][CH3:49].